This data is from Peptide-MHC class I binding affinity with 185,985 pairs from IEDB/IMGT. The task is: Regression. Given a peptide amino acid sequence and an MHC pseudo amino acid sequence, predict their binding affinity value. This is MHC class I binding data. (1) The peptide sequence is QTNITMSA. The MHC is Mamu-B08 with pseudo-sequence Mamu-B08. The binding affinity (normalized) is 0. (2) The peptide sequence is TVYVFPNT. The MHC is H-2-Kb with pseudo-sequence H-2-Kb. The binding affinity (normalized) is 1.00.